From a dataset of Full USPTO retrosynthesis dataset with 1.9M reactions from patents (1976-2016). Predict the reactants needed to synthesize the given product. (1) Given the product [CH3:1][O:2][C:3](=[O:11])[CH2:4][C:5]1[S:9][C:8]([NH:10][C:18]([C:12]2[CH:17]=[CH:16][CH:15]=[CH:14][CH:13]=2)([C:25]2[CH:26]=[CH:27][CH:28]=[CH:29][CH:30]=2)[C:19]2[CH:20]=[CH:21][CH:22]=[CH:23][CH:24]=2)=[N:7][CH:6]=1, predict the reactants needed to synthesize it. The reactants are: [CH3:1][O:2][C:3](=[O:11])[CH2:4][C:5]1[S:9][C:8]([NH2:10])=[N:7][CH:6]=1.[C:12]1([C:18](Cl)([C:25]2[CH:30]=[CH:29][CH:28]=[CH:27][CH:26]=2)[C:19]2[CH:24]=[CH:23][CH:22]=[CH:21][CH:20]=2)[CH:17]=[CH:16][CH:15]=[CH:14][CH:13]=1.C(N(CC)CC)C.O. (2) Given the product [F:20][C:17]1[CH:18]=[CH:19][C:14]([C:11]2[CH:12]=[CH:13][C:8]3[N:7]=[C:24]([C:26]4[N:27]=[C:28]([N:31]5[CH:35]=[CH:34][N:33]=[CH:32]5)[S:29][CH:30]=4)[CH2:23][C:22](=[O:36])[NH:21][C:9]=3[CH:10]=2)=[CH:15][CH:16]=1, predict the reactants needed to synthesize it. The reactants are: C(OC(=O)[NH:7][C:8]1[CH:13]=[CH:12][C:11]([C:14]2[CH:19]=[CH:18][C:17]([F:20])=[CH:16][CH:15]=2)=[CH:10][C:9]=1[NH:21][C:22](=[O:36])[CH2:23][C:24]([C:26]1[N:27]=[C:28]([N:31]2[CH:35]=[CH:34][N:33]=[CH:32]2)[S:29][CH:30]=1)=O)(C)(C)C.C(O)(C(F)(F)F)=O. (3) Given the product [CH2:1]([C:3]1[CH:4]=[N:5][N:6]([CH3:18])[C:7]=1[C:8]1[CH:9]=[C:10]([C:14]([O:16][CH3:17])=[O:15])[S:11][C:12]=1[CH3:13])[CH3:2], predict the reactants needed to synthesize it. The reactants are: [CH:1]([C:3]1[CH:4]=[N:5][N:6]([CH3:18])[C:7]=1[C:8]1[CH:9]=[C:10]([C:14]([O:16][CH3:17])=[O:15])[S:11][C:12]=1[CH3:13])=[CH2:2]. (4) Given the product [NH2:60][C:57]1[N:58]=[CH:59][C:54]([C:2]2[N:3]=[C:4]([N:13]3[CH2:18][CH2:17][O:16][CH2:15][CH2:14]3)[C:5]3[S:10][C:9]([CH2:11][N:25]4[CH2:26][CH2:27][N:22]([CH2:21][CH2:20][OH:19])[CH2:23][CH2:24]4)=[CH:8][C:6]=3[N:7]=2)=[CH:55][CH:56]=1, predict the reactants needed to synthesize it. The reactants are: Cl[C:2]1[N:3]=[C:4]([N:13]2[CH2:18][CH2:17][O:16][CH2:15][CH2:14]2)[C:5]2[S:10][C:9]([CH:11]=O)=[CH:8][C:6]=2[N:7]=1.[OH:19][CH2:20][CH2:21][N:22]1[CH2:27][CH2:26][NH:25][CH2:24][CH2:23]1.CC(O)=O.[BH-](OC(C)=O)(OC(C)=O)OC(C)=O.[Na+].CC1(C)C(C)(C)OB([C:54]2[CH:55]=[CH:56][C:57]([NH2:60])=[N:58][CH:59]=2)O1. (5) Given the product [NH2:25][C:26]([NH:28][C:29]1[CH:30]=[CH:31][C:32]([S:35]([N:22]([C:20]2[CH:19]=[CH:18][C:9]3[N:10]([CH2:11][CH:12]4[CH2:17][CH2:16][O:15][CH2:14][CH2:13]4)[C:6]([C:2]([CH3:5])([CH3:3])[CH3:4])=[N:7][C:8]=3[CH:21]=2)[CH2:23][CH3:24])(=[O:37])=[O:36])=[CH:33][CH:34]=1)=[O:27], predict the reactants needed to synthesize it. The reactants are: Cl.[C:2]([C:6]1[N:10]([CH2:11][CH:12]2[CH2:17][CH2:16][O:15][CH2:14][CH2:13]2)[C:9]2[CH:18]=[CH:19][C:20]([NH:22][CH2:23][CH3:24])=[CH:21][C:8]=2[N:7]=1)([CH3:5])([CH3:4])[CH3:3].[NH2:25][C:26]([NH:28][C:29]1[CH:34]=[CH:33][C:32]([S:35](Cl)(=[O:37])=[O:36])=[CH:31][CH:30]=1)=[O:27]. (6) Given the product [Cl:29][C:30]1[N:31]=[N:32][C:33]([CH2:1][CH:2]2[CH2:7][CH2:6][N:5]([C:8]([O:10][C:11]([CH3:14])([CH3:13])[CH3:12])=[O:9])[CH2:4][CH2:3]2)=[CH:34][CH:35]=1, predict the reactants needed to synthesize it. The reactants are: [CH2:1]=[C:2]1[CH2:7][CH2:6][N:5]([C:8]([O:10][C:11]([CH3:14])([CH3:13])[CH3:12])=[O:9])[CH2:4][CH2:3]1.C12BC(CCC1)CCC2.C1COCC1.[Cl:29][C:30]1[N:31]=[N:32][C:33](Cl)=[CH:34][CH:35]=1.C([O-])([O-])=O.[K+].[K+].